Dataset: Full USPTO retrosynthesis dataset with 1.9M reactions from patents (1976-2016). Task: Predict the reactants needed to synthesize the given product. (1) Given the product [CH2:32]([N:12]([C@H:9]([CH2:10][OH:11])[CH2:8][C:5]1[CH:6]=[CH:7][C:2]([NH:1][C:44]([C:40]2[NH:39][CH:43]=[CH:42][CH:41]=2)=[O:45])=[CH:3][CH:4]=1)[CH2:13][C@H:14]([OH:31])[CH2:15][O:16][C:17]1[CH:22]=[CH:21][C:20]([O:23][CH2:24][C:25]2[CH:26]=[CH:27][CH:28]=[CH:29][CH:30]=2)=[CH:19][CH:18]=1)[C:33]1[CH:34]=[CH:35][CH:36]=[CH:37][CH:38]=1, predict the reactants needed to synthesize it. The reactants are: [NH2:1][C:2]1[CH:7]=[CH:6][C:5]([CH2:8][C@H:9]([N:12]([CH2:32][C:33]2[CH:38]=[CH:37][CH:36]=[CH:35][CH:34]=2)[CH2:13][C@H:14]([OH:31])[CH2:15][O:16][C:17]2[CH:22]=[CH:21][C:20]([O:23][CH2:24][C:25]3[CH:30]=[CH:29][CH:28]=[CH:27][CH:26]=3)=[CH:19][CH:18]=2)[CH2:10][OH:11])=[CH:4][CH:3]=1.[NH:39]1[CH:43]=[CH:42][CH:41]=[C:40]1[C:44](O)=[O:45].O.ON1C2C=CC=CC=2N=N1.Cl.CN(C)CCCN=C=NCC. (2) Given the product [CH3:1][C:2]([C:7]1[CH:12]=[CH:11][CH:10]=[CH:9][CH:8]=1)([CH3:6])[C:3]([O:19]/[N:20]=[C:21](/[C:23]1[CH:31]=[CH:30][C:26]2[O:27][CH2:28][O:29][C:25]=2[CH:24]=1)\[NH2:22])=[O:4], predict the reactants needed to synthesize it. The reactants are: [CH3:1][C:2]([C:7]1[CH:12]=[CH:11][CH:10]=[CH:9][CH:8]=1)([CH3:6])[C:3](Cl)=[O:4].C(Cl)(=O)C(Cl)=O.[OH:19]/[N:20]=[C:21](/[C:23]1[CH:31]=[CH:30][C:26]2[O:27][CH2:28][O:29][C:25]=2[CH:24]=1)\[NH2:22].C(N(CC)CC)C. (3) Given the product [Cl:23][C:12]1[CH:11]=[C:10]([N:4]2[CH2:5][CH2:6][O:1][CH2:2][S:3]2(=[O:8])=[O:7])[CH:22]=[CH:21][C:13]=1[C:14]([O:16][C:17]([CH3:20])([CH3:19])[CH3:18])=[O:15], predict the reactants needed to synthesize it. The reactants are: [O:1]1[CH2:6][CH2:5][NH:4][S:3](=[O:8])(=[O:7])[CH2:2]1.Br[C:10]1[CH:22]=[CH:21][C:13]([C:14]([O:16][C:17]([CH3:20])([CH3:19])[CH3:18])=[O:15])=[C:12]([Cl:23])[CH:11]=1.CC1(C)C2C(=C(P(C3C=CC=CC=3)C3C=CC=CC=3)C=CC=2)OC2C(P(C3C=CC=CC=3)C3C=CC=CC=3)=CC=CC1=2.C(=O)([O-])[O-].[Cs+].[Cs+]. (4) Given the product [CH3:64][C@H:63]1[C:57]([S:14][C@@H:12]2[CH2:11][NH:10][C@H:9]([CH2:21][NH:22][S:23]([NH2:24])(=[O:26])=[O:25])[CH2:13]2)=[C:58]([C:69]([OH:71])=[O:70])[N:59]2[C@H:62]1[C@@H:61]([C@H:65]([OH:67])[CH3:66])[C:60]2=[O:68], predict the reactants needed to synthesize it. The reactants are: [N+](C1C=CC(C[C:9]2([CH2:21][N:22](C(OC(C)(C)C)=O)[S:23](=[O:26])(=[O:25])[NH2:24])[CH2:13][CH:12]([S:14]C(=O)C)[CH2:11][N:10]2C([O-])=O)=CC=1)([O-])=O.C(Cl)(=O)C.O(P(O[C:57]1[C@H:63]([CH3:64])[CH:62]2[N:59]([C:60](=[O:68])[CH:61]2[C@H:65]([OH:67])[CH3:66])[C:58]=1[C:69]([O:71]CC1C=CC([N+]([O-])=O)=CC=1)=[O:70])(OC1C=CC=CC=1)=O)C1C=CC=CC=1.C(N(C(C)C)CC)(C)C. (5) Given the product [C:9](=[O:10])([O:8][C:1]1[CH:26]=[C:25]2[C:20]([CH:21]=[CH:22][CH:23]=[N:24]2)=[CH:19][CH:18]=1)[O:11][C:12]([CH3:13])([CH3:14])[CH3:15], predict the reactants needed to synthesize it. The reactants are: [C:1]([O:8][C:9]([O:11][C:12]([CH3:15])([CH3:14])[CH3:13])=[O:10])(OC(C)(C)C)=O.OC1[CH:26]=[C:25]2[C:20]([CH:21]=[CH:22][CH:23]=[N:24]2)=[CH:19][CH:18]=1. (6) Given the product [C:2]([O:29][C:27]([N:21]1[C:22]2[C:17](=[CH:16][C:15]([C:11]3[CH:12]=[N:13][CH:14]=[C:9]([O:8][CH2:1][C:2]4[CH:3]=[CH:4][CH:5]=[CH:6][CH:7]=4)[CH:10]=3)=[CH:24][N:23]=2)[CH2:18][CH2:19][CH2:20]1)=[O:28])([CH3:7])([CH3:3])[CH3:1], predict the reactants needed to synthesize it. The reactants are: [CH2:1]([O:8][C:9]1[CH:10]=[C:11]([C:15]2[CH:16]=[C:17]3[C:22](=[N:23][CH:24]=2)[NH:21][CH2:20][CH2:19][CH2:18]3)[CH:12]=[N:13][CH:14]=1)[C:2]1[CH:7]=[CH:6][CH:5]=[CH:4][CH:3]=1.FC(F)(F)[C:27]([OH:29])=[O:28].